From a dataset of Full USPTO retrosynthesis dataset with 1.9M reactions from patents (1976-2016). Predict the reactants needed to synthesize the given product. (1) The reactants are: [NH2:1][C:2]1[CH:3]=[C:4]2[C:9](=[CH:10][C:11]=1[C:12]([F:15])([F:14])[F:13])[N:8]([C@@H:16]([C:26]([CH3:29])([CH3:28])[CH3:27])[CH2:17][O:18][Si:19]([C:22]([CH3:25])([CH3:24])[CH3:23])([CH3:21])[CH3:20])[CH:7]=[C:6]([C:30]([O:32][CH2:33][CH3:34])=[O:31])[C:5]2=[O:35].[F:36][C:37]1[CH:44]=[C:43]([F:45])[CH:42]=[C:41]([F:46])[C:38]=1[CH:39]=O.[BH3-]C#N.[Na+]. Given the product [Si:19]([O:18][CH2:17][C@@H:16]([N:8]1[C:9]2[C:4](=[CH:3][C:2]([NH:1][CH2:39][C:38]3[C:37]([F:36])=[CH:44][C:43]([F:45])=[CH:42][C:41]=3[F:46])=[C:11]([C:12]([F:13])([F:14])[F:15])[CH:10]=2)[C:5](=[O:35])[C:6]([C:30]([O:32][CH2:33][CH3:34])=[O:31])=[CH:7]1)[C:26]([CH3:27])([CH3:28])[CH3:29])([C:22]([CH3:24])([CH3:25])[CH3:23])([CH3:20])[CH3:21], predict the reactants needed to synthesize it. (2) Given the product [Cl:1][C:2]1[C:3]([F:27])=[C:4]([F:26])[CH:5]=[C:6]2[C:11]=1[N:10]([C:12]1[CH:17]=[CH:16][C:15]([CH2:18][OH:19])=[CH:14][C:13]=1[O:36][CH3:35])[CH:9]=[C:8]([C:20]([O:22][CH2:23][CH3:24])=[O:21])[C:7]2=[O:25], predict the reactants needed to synthesize it. The reactants are: [Cl:1][C:2]1[C:3]([F:27])=[C:4]([F:26])[CH:5]=[C:6]2[C:11]=1[N:10]([C:12]1[CH:17]=[CH:16][C:15]([CH2:18][OH:19])=[CH:14][CH:13]=1)[CH:9]=[C:8]([C:20]([O:22][CH2:23][CH3:24])=[O:21])[C:7]2=[O:25].NC1C=CC([CH2:35][OH:36])=CC=1OC. (3) The reactants are: [Cl:1][C:2]1[CH:3]=[C:4]([CH:12]=[C:13]([Cl:15])[CH:14]=1)[CH2:5][N:6]1[CH:10]=[CH:9][N:8]=[C:7]1[NH2:11].CCN(CC)CC.[C:23](Cl)(=[O:30])[C:24]1[CH:29]=[CH:28][CH:27]=[CH:26][CH:25]=1. Given the product [Cl:15][C:13]1[CH:12]=[C:4]([CH:3]=[C:2]([Cl:1])[CH:14]=1)[CH2:5][N:6]1[CH:10]=[CH:9][N:8]=[C:7]1[NH:11][C:23](=[O:30])[C:24]1[CH:29]=[CH:28][CH:27]=[CH:26][CH:25]=1, predict the reactants needed to synthesize it. (4) Given the product [CH3:19][O:20][C:21]1[CH:22]=[C:23]([NH:37][C:2]2[N:7]=[C:6]([NH:8][C:9]3[CH:10]=[N:11][C:12]4[C:17]([CH:18]=3)=[CH:16][CH:15]=[CH:14][CH:13]=4)[CH:5]=[CH:4][N:3]=2)[CH:24]=[CH:25][C:26]=1[O:27][CH2:28][CH2:29][CH:30]1[CH2:35][CH2:34][N:33]([C:36]2[N:7]=[C:6]([NH:8][C:51]3[CH:50]=[N:47][C:48]4[C:38]([CH:40]=3)=[CH:10][CH:9]=[CH:18][CH:49]=4)[CH:5]=[CH:4][N:3]=2)[CH2:32][CH2:31]1, predict the reactants needed to synthesize it. The reactants are: Cl[C:2]1[N:7]=[C:6]([NH:8][C:9]2[CH:10]=[N:11][C:12]3[C:17]([CH:18]=2)=[CH:16][CH:15]=[CH:14][CH:13]=3)[CH:5]=[CH:4][N:3]=1.[CH3:19][O:20][C:21]1[CH:22]=[C:23]([NH2:37])[CH:24]=[CH:25][C:26]=1[O:27][CH2:28][CH2:29][CH:30]1[CH2:35][CH2:34][N:33]([CH3:36])[CH2:32][CH2:31]1.[C:38](O)([C:40](F)(F)F)=O.CC[N:47]([CH2:50][CH3:51])[CH2:48][CH3:49].